This data is from Reaction yield outcomes from USPTO patents with 853,638 reactions. The task is: Predict the reaction yield, written as a fraction of the theoretical maximum amount of product (1.0 means a 100% yield; for example, 0.34 means a 34% yield). (1) The reactants are [CH3:1][C:2]1[C:7]2[N:8]=[C:9]([C:11]3[CH:16]=[CH:15][C:14]([O:17][CH3:18])=[CH:13][CH:12]=3)[S:10][C:6]=2[CH:5]=[C:4]([O:19][CH3:20])[C:3]=1C(O)=O.[OH-:24].[Na+].C1C[O:29]CC1. The catalyst is O. The product is [C:1]([C:2]1[C:7]2[N:8]=[C:9]([C:11]3[CH:16]=[CH:15][C:14]([O:17][CH3:18])=[CH:13][CH:12]=3)[S:10][C:6]=2[CH:5]=[C:4]([O:19][CH3:20])[CH:3]=1)([OH:29])=[O:24]. The yield is 0.820. (2) The reactants are C([O:8][C:9]1[C:14](=[O:15])[CH:13]=[C:12]([CH2:16][C:17]([F:20])([F:19])[F:18])[N:11]([CH3:21])[C:10]=1[CH3:22])C1C=CC=CC=1. The catalyst is CO.[Pd]. The product is [OH:8][C:9]1[C:14](=[O:15])[CH:13]=[C:12]([CH2:16][C:17]([F:20])([F:18])[F:19])[N:11]([CH3:21])[C:10]=1[CH3:22]. The yield is 0.520. (3) The reactants are [OH:1][C@H:2]([C:19]1[C:23]([CH3:24])=[CH:22][S:21][CH:20]=1)[C@@H:3]1[CH2:7][CH2:6][C:5](=[O:8])[N:4]1[CH2:9][CH2:10][NH:11][C:12](=[O:18])[O:13][C:14]([CH3:17])([CH3:16])[CH3:15].CCN(CC)CC.[CH3:32][S:33](Cl)(=[O:35])=[O:34]. The catalyst is C(Cl)Cl. The product is [CH3:32][S:33]([O:1][C@@H:2]([C@@H:3]1[CH2:7][CH2:6][C:5](=[O:8])[N:4]1[CH2:9][CH2:10][NH:11][C:12]([O:13][C:14]([CH3:15])([CH3:16])[CH3:17])=[O:18])[C:19]1[C:23]([CH3:24])=[CH:22][S:21][CH:20]=1)(=[O:35])=[O:34]. The yield is 0.880.